Dataset: Peptide-MHC class II binding affinity with 134,281 pairs from IEDB. Task: Regression. Given a peptide amino acid sequence and an MHC pseudo amino acid sequence, predict their binding affinity value. This is MHC class II binding data. (1) The peptide sequence is IGFLFLAWIMLLQFA. The MHC is DRB1_0101 with pseudo-sequence DRB1_0101. The binding affinity (normalized) is 0.637. (2) The peptide sequence is YITQCFLPVFLAQPP. The MHC is HLA-DQA10401-DQB10402 with pseudo-sequence HLA-DQA10401-DQB10402. The binding affinity (normalized) is 0.313. (3) The peptide sequence is KMIGGIGGFIKVRQYDQISI. The MHC is HLA-DQA10501-DQB10201 with pseudo-sequence HLA-DQA10501-DQB10201. The binding affinity (normalized) is 0.184. (4) The peptide sequence is FYADDTAGWDTRITE. The MHC is DRB1_0301 with pseudo-sequence DRB1_0301. The binding affinity (normalized) is 0.497. (5) The peptide sequence is AKFTCAKSMSLFEVD. The MHC is DRB1_1501 with pseudo-sequence DRB1_1501. The binding affinity (normalized) is 0.382. (6) The peptide sequence is AHGETVSAVAELIGD. The MHC is HLA-DQA10101-DQB10501 with pseudo-sequence HLA-DQA10101-DQB10501. The binding affinity (normalized) is 0.123.